This data is from Full USPTO retrosynthesis dataset with 1.9M reactions from patents (1976-2016). The task is: Predict the reactants needed to synthesize the given product. (1) The reactants are: [B:10]1([B:10]2[O:14][C:13]([CH3:16])([CH3:15])[C:12]([CH3:18])([CH3:17])[O:11]2)[O:14][C:13]([CH3:16])([CH3:15])[C:12]([CH3:18])([CH3:17])[O:11]1.CC([O-])=O.[K+].FC(F)(F)S(O[C:30]1[CH:31]=[C:32]2[C:37](=[CH:38][CH:39]=1)[C:36](=[O:40])[N:35]([CH2:41][CH:42]=[CH2:43])[C:34]([C:44]#[N:45])=[C:33]2[C:46]1[CH:51]=[CH:50][CH:49]=[C:48]([F:52])[CH:47]=1)(=O)=O. Given the product [CH2:41]([N:35]1[C:34]([C:44]#[N:45])=[C:33]([C:46]2[CH:51]=[CH:50][CH:49]=[C:48]([F:52])[CH:47]=2)[C:32]2[C:37](=[CH:38][CH:39]=[C:30]([B:10]3[O:11][C:12]([CH3:17])([CH3:18])[C:13]([CH3:15])([CH3:16])[O:14]3)[CH:31]=2)[C:36]1=[O:40])[CH:42]=[CH2:43], predict the reactants needed to synthesize it. (2) Given the product [NH2:48][C:47]1[CH:49]=[CH:50][CH:51]=[CH:52][C:46]=1[CH2:45][NH:44][C:10](=[O:11])[C:9]1[CH:13]=[C:14]([CH:15]=[CH:16][C:8]=1[N:5]1[C:6]([CH3:7])=[C:2]([Cl:1])[C:3]([C:33](=[O:43])[N:34]([CH2:39][CH2:40][CH2:41][CH3:42])[CH2:35][CH2:36][CH2:37][CH3:38])=[N:4]1)[C:17]([NH:18][S:19]([C:22]1[CH:31]=[CH:30][C:29]2[C:24](=[CH:25][CH:26]=[CH:27][CH:28]=2)[CH:23]=1)(=[O:21])=[O:20])=[O:32], predict the reactants needed to synthesize it. The reactants are: [Cl:1][C:2]1[C:3]([C:33](=[O:43])[N:34]([CH2:39][CH2:40][CH2:41][CH3:42])[CH2:35][CH2:36][CH2:37][CH3:38])=[N:4][N:5]([C:8]2[CH:16]=[CH:15][C:14]([C:17](=[O:32])[NH:18][S:19]([C:22]3[CH:31]=[CH:30][C:29]4[C:24](=[CH:25][CH:26]=[CH:27][CH:28]=4)[CH:23]=3)(=[O:21])=[O:20])=[CH:13][C:9]=2[C:10](O)=[O:11])[C:6]=1[CH3:7].[NH2:44][CH2:45][C:46]1[CH:52]=[CH:51][CH:50]=[CH:49][C:47]=1[NH2:48].C(Cl)CCl.ON1C2N=CC=CC=2N=N1. (3) The reactants are: [CH:1]1([CH2:7][O:8][C:9]2[N:14]=[C:13]([CH:15]=[O:16])[CH:12]=[CH:11][N:10]=2)[CH2:6][CH2:5][CH2:4][CH2:3][CH2:2]1.[CH3:17][C:18]#[N:19]. Given the product [CH:1]1([CH2:7][O:8][C:9]2[N:14]=[C:13]([CH:15]([OH:16])[CH2:17][C:18]#[N:19])[CH:12]=[CH:11][N:10]=2)[CH2:2][CH2:3][CH2:4][CH2:5][CH2:6]1, predict the reactants needed to synthesize it. (4) Given the product [CH3:1][C:2]1[CH:7]=[CH:6][CH:5]=[C:4]([CH3:8])[C:3]=1[C:9]1[CH:19]=[CH:18][C:12]2[N:13]=[C:14]([NH:17][C:2]3[CH:7]=[CH:6][CH:5]=[CH:4][CH:3]=3)[N:15]=[N:16][C:11]=2[CH:10]=1, predict the reactants needed to synthesize it. The reactants are: [CH3:1][C:2]1[CH:7]=[CH:6][CH:5]=[C:4]([CH3:8])[C:3]=1[C:9]1[CH:19]=[CH:18][C:12]2[N:13]=[C:14]([NH2:17])[N:15]=[N:16][C:11]=2[CH:10]=1.S(=O)(=O)(O)N. (5) Given the product [F:1][C:2]([F:7])([F:6])[C:3]([OH:5])=[O:4].[NH2:8][C@H:9]1[CH2:15][CH2:14][CH2:13][CH2:12][N:11]([C:16]2[CH:21]=[CH:20][CH:19]=[CH:18][C:17]=2[CH3:25])[C:10]1=[O:24], predict the reactants needed to synthesize it. The reactants are: [F:1][C:2]([F:7])([F:6])[C:3]([OH:5])=[O:4].[NH2:8][C@H:9]1[CH2:15][CH2:14][CH2:13][CH2:12][N:11]([C:16]2[CH:21]=[CH:20][CH:19]=[CH:18][C:17]=2OC)[C:10]1=[O:24].[CH2:25](NC1C=CC=CC=1C)C=C. (6) The reactants are: [CH2:1]([C:4]1[C:9]([Br:10])=[CH:8][N:7]=[CH:6][C:5]=1[CH:11]([OH:21])[C:12]1[CH:19]=[CH:18][C:15]([C:16]#[N:17])=[C:14]([F:20])[CH:13]=1)[CH:2]=[CH2:3]. Given the product [CH2:1]([C:4]1[C:9]([Br:10])=[CH:8][N:7]=[CH:6][C:5]=1[C:11]([C:12]1[CH:19]=[CH:18][C:15]([C:16]#[N:17])=[C:14]([F:20])[CH:13]=1)=[O:21])[CH:2]=[CH2:3], predict the reactants needed to synthesize it. (7) Given the product [Br:11][C:12]1[C:26]([CH3:27])=[CH:25][C:15]([O:16][CH2:17][O:18][CH2:19][CH2:20][Si:21]([CH3:24])([CH3:23])[CH3:22])=[C:14]([Cl:10])[CH:13]=1, predict the reactants needed to synthesize it. The reactants are: BrC1C(C)=CC(O)=CC=1[Cl:10].[Br:11][C:12]1[C:26]([CH3:27])=[CH:25][C:15]([O:16][CH2:17][O:18][CH2:19][CH2:20][Si:21]([CH3:24])([CH3:23])[CH3:22])=[C:14](OC)[CH:13]=1. (8) Given the product [CH3:13][C:11]1[CH:12]=[C:8]([NH:7][C:14]2([C:5]#[N:6])[CH2:17][CH2:16][CH2:15]2)[NH:9][N:10]=1, predict the reactants needed to synthesize it. The reactants are: C[Si]([C:5]#[N:6])(C)C.[NH2:7][C:8]1[CH:12]=[C:11]([CH3:13])[NH:10][N:9]=1.[C:14]1(=O)[CH2:17][CH2:16][CH2:15]1. (9) Given the product [C:17]([S:16][C:15]1[C:14]2[C:9](=[CH:10][CH:11]=[C:12]([O:21][CH2:22][C:23]3[CH:28]=[CH:27][C:26]([CH3:29])=[CH:25][N:24]=3)[CH:13]=2)[N:8]([CH2:30][C:31]2[CH:36]=[CH:35][C:34]([C:37]3[CH:42]=[CH:41][C:40]([CH2:43][OH:44])=[CH:39][N:38]=3)=[CH:33][CH:32]=2)[C:7]=1[CH2:6][C:5]([CH3:46])([CH3:45])[C:4]([OH:47])=[O:3])([CH3:20])([CH3:18])[CH3:19], predict the reactants needed to synthesize it. The reactants are: C([O:3][C:4](=[O:47])[C:5]([CH3:46])([CH3:45])[CH2:6][C:7]1[N:8]([CH2:30][C:31]2[CH:36]=[CH:35][C:34]([C:37]3[CH:42]=[CH:41][C:40]([CH2:43][OH:44])=[CH:39][N:38]=3)=[CH:33][CH:32]=2)[C:9]2[C:14]([C:15]=1[S:16][C:17]([CH3:20])([CH3:19])[CH3:18])=[CH:13][C:12]([O:21][CH2:22][C:23]1[CH:28]=[CH:27][C:26]([CH3:29])=[CH:25][N:24]=1)=[CH:11][CH:10]=2)C.CO.[Li+].[OH-].